Dataset: Forward reaction prediction with 1.9M reactions from USPTO patents (1976-2016). Task: Predict the product of the given reaction. (1) Given the reactants [NH2:1][CH:2]([C:4]1[CH:9]=[CH:8][C:7]([NH:10][S:11]([CH:14]=[CH2:15])(=[O:13])=[O:12])=[C:6]([CH:16]=[CH2:17])[CH:5]=1)[CH3:3].[C:18]([C:22]1[CH:27]=[CH:26][C:25]([N:28]=[C:29]=[O:30])=[CH:24][CH:23]=1)([CH3:21])([CH3:20])[CH3:19], predict the reaction product. The product is: [C:18]([C:22]1[CH:27]=[CH:26][C:25]([NH:28][C:29](=[O:30])[NH:1][CH:2]([C:4]2[CH:9]=[CH:8][C:7]([NH:10][S:11]([CH:14]=[CH2:15])(=[O:13])=[O:12])=[C:6]([CH:16]=[CH2:17])[CH:5]=2)[CH3:3])=[CH:24][CH:23]=1)([CH3:21])([CH3:19])[CH3:20]. (2) Given the reactants [NH2:1][C:2]([C:4]1[N:5]=[C:6]([C:26]2[CH:31]=[CH:30][CH:29]=[CH:28][CH:27]=2)[CH:7]=[C:8]2[C:12]([C:13]3[CH2:14][CH2:15][N:16]([C:19]([O:21][C:22]([CH3:25])([CH3:24])[CH3:23])=[O:20])[CH2:17][CH:18]=3)=[CH:11][NH:10][C:9]=12)=[O:3], predict the reaction product. The product is: [NH2:1][C:2]([C:4]1[N:5]=[C:6]([C:26]2[CH:27]=[CH:28][CH:29]=[CH:30][CH:31]=2)[CH:7]=[C:8]2[C:12]([CH:13]3[CH2:14][CH2:15][N:16]([C:19]([O:21][C:22]([CH3:24])([CH3:25])[CH3:23])=[O:20])[CH2:17][CH2:18]3)=[CH:11][NH:10][C:9]=12)=[O:3].